From a dataset of Experimentally validated miRNA-target interactions with 360,000+ pairs, plus equal number of negative samples. Binary Classification. Given a miRNA mature sequence and a target amino acid sequence, predict their likelihood of interaction. (1) The miRNA is hsa-miR-6512-5p with sequence UACCAUUAGAAGAGCUGGAAGA. The protein sequence of the target gene is MDYDFKVKLSSERERVEDLFEYEGCKVGRGTYGHVYKAKRKDGKDDKDYALKQIEGTGISMSACREIALLRELKHPNVISLLKVFLSHADRKVWLLFDYAEHDLWHIIKFHRASKANKKPVQLPRGMVKSLLYQILDGIHYLHANWVLHRDLKPANILVMGEGPERGRVKIADMGFARLFNSPLKPLADLDPVVVTFWYRAPELLLGARHYTKAIDIWAIGCIFAELLTSEPIFHCRQEDIKTSNPYHHDQLDRIFNVMGFPADKDWEDIKKMPEHSTLMKDFRRNTYTNCSLIKYMEKH.... Result: 0 (no interaction). (2) The miRNA is mmu-miR-9-5p with sequence UCUUUGGUUAUCUAGCUGUAUGA. The protein sequence of the target gene is MIQTVPDPAAHIKEALSVVSEDQSLFECAYGTPHLAKTEMTASSSSDYGQTSKMSPRVPQQDWLSQAPARVTIKMECNPSQVNGSRNSPDECSVNKGGKMVGSPDTVGMSYGSYMEEKHVPPPNMTTNERRVIVPADPTLWSTDHVRQWLEWAVKEYGLLDVDVLLFQNIDGKELCKMTKDDFQRLTPSYNADILLSHLHYLRETPLPHLTSDDVDKALQNSPRLMHARNTGGAAFIFPNTSVYPEATQRITTRPDLPYEPPRRSAWTGHSHLTPQSKAAQPSPSAVPKTEDQRPQLDPY.... Result: 1 (interaction). (3) Result: 0 (no interaction). The miRNA is gga-miR-365-3p with sequence UAAUGCCCCUAAAAAUCCUUAU. The protein sequence of the target gene is MVDAAGFESVAQCPRELHQMMAAAADGLGSIALDTTQLNMSVTDPTAWATAMNNLGMVPVGLPGQQLVSDSICVPGFDPGLNMMTGITPINPMIPGLGLVPPPPPTEVAVVKEIIHCKSCTLFPQNPNLPPPSTRERPPGCKTVFVGGLPENATEEIIQEVFEQCGDITAIRKSKKNFCHIRFAEEFMVDKAIYLSGYRMRLGSSTDKKDSGRLHVDFAQARDDFYEWECKQRMRAREERHRRKLEEDRLRPPSPPAIMHYSEHEAALLADKLKDDSKFSEAITVLLSWIERGEVNRRSA.... (4) The miRNA is mmu-miR-297a-3p with sequence UAUACAUACACACAUACCCAUA. The protein sequence of the target gene is MNPGFDLSRRNPQEDFELIQRIGSGTYGDVYKARNVNTGELAAIKVIKLEPGEDFAVVQQEIIMMKDCKHPNIVAYFGSYLRRDKLWICMEFCGGGSLQDIYHVTGPLSELQIAYVSRETLQGLYYLHSKGKMHRDIKGANILLTDNGHVKLADFGVSAQITATIAKRKSFIGTPYWMAPEVAAVERKGGYNQLCDLWAVGITAIELAELQPPMFDLHPMRALFLMTKSNFQPPKLKDKMKWSNSFHHFVKMALTKNPKKRPTAEKLLQHPFVTQHLTRSLAIELLDKVNNPDHSTYHDF.... Result: 0 (no interaction).